From a dataset of Peptide-MHC class I binding affinity with 185,985 pairs from IEDB/IMGT. Regression. Given a peptide amino acid sequence and an MHC pseudo amino acid sequence, predict their binding affinity value. This is MHC class I binding data. (1) The peptide sequence is TTPCSGSW. The MHC is Mamu-A01 with pseudo-sequence Mamu-A01. The binding affinity (normalized) is 0.288. (2) The peptide sequence is ISDPLTSGL. The MHC is HLA-B15:17 with pseudo-sequence HLA-B15:17. The binding affinity (normalized) is 0.756.